This data is from Forward reaction prediction with 1.9M reactions from USPTO patents (1976-2016). The task is: Predict the product of the given reaction. (1) Given the reactants C[Si]([N-][Si](C)(C)C)(C)C.[K+].[CH2:11]([O:18][CH2:19][C:20]([NH:22][C:23]1[C:32]([CH3:33])=[CH:31][C:30]([Br:34])=[CH:29][C:24]=1[C:25](OC)=[O:26])=[O:21])[C:12]1[CH:17]=[CH:16][CH:15]=[CH:14][CH:13]=1.Cl, predict the reaction product. The product is: [CH2:11]([O:18][C:19]1[C:20](=[O:21])[NH:22][C:23]2[C:24]([C:25]=1[OH:26])=[CH:29][C:30]([Br:34])=[CH:31][C:32]=2[CH3:33])[C:12]1[CH:17]=[CH:16][CH:15]=[CH:14][CH:13]=1. (2) Given the reactants Cl[CH2:2][C:3]([CH3:22])([CH3:21])[C:4]([N:6]([CH:8]1[CH2:13][CH2:12][N:11]([C:14]([O:16][C:17]([CH3:20])([CH3:19])[CH3:18])=[O:15])[CH2:10][CH2:9]1)[CH3:7])=[O:5].[Cl:23][C:24]1[CH:25]=[C:26]2[C:31](=[CH:32][CH:33]=1)[CH:30]=[C:29]([SH:34])[CH:28]=[CH:27]2.C[O-].[Na+], predict the reaction product. The product is: [Cl:23][C:24]1[CH:25]=[C:26]2[C:31](=[CH:32][CH:33]=1)[CH:30]=[C:29]([S:34][CH2:2][C:3]([CH3:22])([CH3:21])[C:4]([N:6]([CH:8]1[CH2:13][CH2:12][N:11]([C:14]([O:16][C:17]([CH3:20])([CH3:19])[CH3:18])=[O:15])[CH2:10][CH2:9]1)[CH3:7])=[O:5])[CH:28]=[CH:27]2. (3) The product is: [OH:1][C:2]1[C:3](=[O:18])[N:4]([C:17]2[CH:23]=[CH:24][CH:19]=[CH:20][CH:21]=2)[C:5]2[C:10]([C:11]=1[C:12]([O:14][CH2:15][CH3:16])=[O:13])=[CH:9][CH:8]=[CH:7][CH:6]=2. Given the reactants [OH:1][C:2]1[C:3](=[O:18])[N:4]([CH3:17])[C:5]2[C:10]([C:11]=1[C:12]([O:14][CH2:15][CH3:16])=[O:13])=[CH:9][CH:8]=[CH:7][CH:6]=2.[C:19]1(N2[C:24]3[C:19](=[CH:20][CH:21]=C[CH:23]=3)C(=O)C2=O)[CH:24]=[CH:23]C=[CH:21][CH:20]=1, predict the reaction product. (4) Given the reactants [OH:1][CH2:2][C@@H:3]([C@@H:5](/[CH:7]=[CH:8]/[CH2:9][CH2:10][CH2:11][CH2:12][CH2:13][CH2:14][CH2:15][CH2:16][CH2:17][CH2:18][CH2:19][CH2:20][CH3:21])[OH:6])[NH2:4].CCN=C=NCCCN(C)C.[C:33](O)(=[O:51])[CH2:34][CH2:35][CH2:36][CH2:37][CH2:38][CH2:39][CH2:40][CH2:41][CH2:42][CH2:43][CH2:44][CH2:45][CH2:46][CH2:47][CH2:48][CH2:49][CH3:50], predict the reaction product. The product is: [C:33]([NH:4][C@H:3]([C@H:5]([OH:6])/[CH:7]=[CH:8]/[CH2:9][CH2:10][CH2:11][CH2:12][CH2:13][CH2:14][CH2:15][CH2:16][CH2:17][CH2:18][CH2:19][CH2:20][CH3:21])[CH2:2][OH:1])(=[O:51])[CH2:34][CH2:35][CH2:36][CH2:37][CH2:38][CH2:39][CH2:40][CH2:41][CH2:42][CH2:43][CH2:44][CH2:45][CH2:46][CH2:47][CH2:48][CH2:49][CH3:50].